From a dataset of Full USPTO retrosynthesis dataset with 1.9M reactions from patents (1976-2016). Predict the reactants needed to synthesize the given product. (1) The reactants are: [NH2:1][C@@H:2]([CH2:6][C:7]1[CH:12]=[CH:11][C:10]([CH3:13])=[CH:9][CH:8]=1)[C:3]([OH:5])=[O:4].[C:14]([OH:20])([C:16]([F:19])([F:18])[F:17])=[O:15]. Given the product [C:14]([OH:20])([C:16]([F:19])([F:18])[F:17])=[O:15].[NH2:1][C@@H:2]([CH2:6][CH:7]1[CH2:8][CH2:9][CH:10]([CH3:13])[CH2:11][CH2:12]1)[C:3]([OH:5])=[O:4], predict the reactants needed to synthesize it. (2) The reactants are: [CH3:1][O:2][C:3]1[CH:4]=[CH:5][C:6]2[O:10][C:9]([C:11]([OH:13])=O)=[CH:8][C:7]=2[CH:14]=1.[CH3:15][C@H:16]1[O:21][C@@H:20]([CH3:22])[CH2:19][NH:18][CH2:17]1.F[P-](F)(F)(F)(F)F.N1(O[P+](N(C)C)(N(C)C)N(C)C)C2C=CC=CC=2N=N1.C(N(C(C)C)C(C)C)C. Given the product [CH3:22][C@H:20]1[O:21][C@@H:16]([CH3:15])[CH2:17][N:18]([C:11]([C:9]2[O:10][C:6]3[CH:5]=[CH:4][C:3]([O:2][CH3:1])=[CH:14][C:7]=3[CH:8]=2)=[O:13])[CH2:19]1, predict the reactants needed to synthesize it. (3) Given the product [Cl:34][C:35]1[N:40]=[C:39]([C:41]2[S:45][C:44]([N:46]3[CH2:47][CH2:48][O:49][CH2:50][CH2:51]3)=[N:43][C:42]=2[C:52]2[C:53]([F:59])=[C:54]([NH:55][S:23]([CH:26]3[CH2:31][CH2:30]3)(=[O:24])=[O:25])[CH:56]=[CH:57][CH:58]=2)[CH:38]=[CH:37][N:36]=1, predict the reactants needed to synthesize it. The reactants are: ClC1N=C(C2SC(C(C)C)=NC=2C2C=C(N[S:23]([C:26]3[C:31](F)=[CH:30]C=CC=3F)(=[O:25])=[O:24])C=CC=2)C=CN=1.[Cl:34][C:35]1[N:40]=[C:39]([C:41]2[S:45][C:44]([N:46]3[CH2:51][CH2:50][O:49][CH2:48][CH2:47]3)=[N:43][C:42]=2[C:52]2[C:53]([F:59])=[C:54]([CH:56]=[CH:57][CH:58]=2)[NH2:55])[CH:38]=[CH:37][N:36]=1.C1(S(Cl)(=O)=O)CC1. (4) Given the product [C:22]([C:20]1[N:21]=[C:17]([S:16][CH2:15][C:14]([NH:13][CH2:12][C@@H:8]2[O:9][CH2:10][CH2:11][N:6]([CH2:5][C:4]3[CH:28]=[CH:29][C:30]([Cl:31])=[C:2]([Cl:1])[CH:3]=3)[CH2:7]2)=[O:27])[S:18][CH:19]=1)([OH:24])=[O:23], predict the reactants needed to synthesize it. The reactants are: [Cl:1][C:2]1[CH:3]=[C:4]([CH:28]=[CH:29][C:30]=1[Cl:31])[CH2:5][N:6]1[CH2:11][CH2:10][O:9][C@@H:8]([CH2:12][NH:13][C:14](=[O:27])[CH2:15][S:16][C:17]2[S:18][CH:19]=[C:20]([C:22]([O:24]CC)=[O:23])[N:21]=2)[CH2:7]1.[OH-].[Na+].Cl. (5) Given the product [CH3:23][O:25][C:26](=[O:29])[CH2:27][O:16][C:14]1[CH:13]=[CH:12][C:3]([C:4](=[O:5])[C:6]2[CH:11]=[CH:10][CH:9]=[CH:8][CH:7]=2)=[C:2]([OH:1])[CH:15]=1, predict the reactants needed to synthesize it. The reactants are: [OH:1][C:2]1[CH:15]=[C:14]([OH:16])[CH:13]=[CH:12][C:3]=1[C:4]([C:6]1[CH:11]=[CH:10][CH:9]=[CH:8][CH:7]=1)=[O:5].C(=O)([O-])[O-].[K+].[K+].[CH2:23]([O:25][C:26](=[O:29])[CH2:27]Br)C. (6) The reactants are: [N:1]1[CH:6]=[CH:5][CH:4]=[CH:3][C:2]=1[CH2:7][C:8]([O:10][CH2:11][CH3:12])=[O:9].C(O)(=O)C.[H][H]. Given the product [NH:1]1[CH2:6][CH2:5][CH2:4][CH2:3][CH:2]1[CH2:7][C:8]([O:10][CH2:11][CH3:12])=[O:9], predict the reactants needed to synthesize it. (7) Given the product [Br:19][CH2:16][C:3]1[CH:4]=[CH:5][C:6]([O:8][CH2:9][C:10]2[CH:15]=[CH:14][CH:13]=[CH:12][CH:11]=2)=[CH:7][C:2]=1[Cl:1], predict the reactants needed to synthesize it. The reactants are: [Cl:1][C:2]1[CH:7]=[C:6]([O:8][CH2:9][C:10]2[CH:15]=[CH:14][CH:13]=[CH:12][CH:11]=2)[CH:5]=[CH:4][C:3]=1[CH2:16]O.P(Br)(Br)[Br:19].C(=O)([O-])O.[Na+]. (8) Given the product [C:1]([O:5][C:6]([NH:8][C@H:9]1[CH2:13][C@@H:12]([C:14]([O:16][CH3:17])=[O:15])[CH:11]=[CH:10]1)=[O:7])([CH3:4])([CH3:2])[CH3:3], predict the reactants needed to synthesize it. The reactants are: [C:1]([O:5][C:6]([NH:8][C@H:9]1[CH2:13][C@@H:12]([C:14]([OH:16])=[O:15])[CH:11]=[CH:10]1)=[O:7])([CH3:4])([CH3:3])[CH3:2].[C:17](=O)([O-])[O-].[K+].[K+].CI. (9) Given the product [CH2:1]([O:3][C:4](=[O:28])[CH2:5][C:6]1[CH:7]=[N:8][C:9]([O:26][CH3:27])=[C:10]([C:12]2[CH:17]=[CH:16][C:15]([C:18]([F:20])([F:19])[F:21])=[CH:14][C:13]=2[CH2:22][N:23]([C:29](=[O:31])[CH3:30])[CH2:24][CH3:25])[CH:11]=1)[CH3:2], predict the reactants needed to synthesize it. The reactants are: [CH2:1]([O:3][C:4](=[O:28])[CH2:5][C:6]1[CH:7]=[N:8][C:9]([O:26][CH3:27])=[C:10]([C:12]2[CH:17]=[CH:16][C:15]([C:18]([F:21])([F:20])[F:19])=[CH:14][C:13]=2[CH2:22][NH:23][CH2:24][CH3:25])[CH:11]=1)[CH3:2].[C:29](Cl)(=[O:31])[CH3:30].